Dataset: Full USPTO retrosynthesis dataset with 1.9M reactions from patents (1976-2016). Task: Predict the reactants needed to synthesize the given product. Given the product [N:1]1([N:14]2[CH2:19][CH2:18][CH2:17][CH2:16][CH2:15]2)[CH2:6][CH2:5][NH:4][CH2:3][CH2:2]1, predict the reactants needed to synthesize it. The reactants are: [NH:1]1[CH2:6][CH2:5][NH:4][CH2:3][CH2:2]1.C([N:14]1[CH2:19][CH2:18][C:17](=O)[CH2:16][CH2:15]1)(OC(C)(C)C)=O.[BH-](OC(C)=O)(OC(C)=O)OC(C)=O.[Na+].CC(O)=O.